From a dataset of Forward reaction prediction with 1.9M reactions from USPTO patents (1976-2016). Predict the product of the given reaction. (1) The product is: [C:20]1(=[O:30])[N:24]([CH:50]([OH:51])[C@H:49]2[O:52][C@@H:45]([N:44]3[C:53]4[N:54]=[CH:55][N:56]=[C:40]([NH:39][C:31](=[O:38])[C:32]5[CH:33]=[CH:34][CH:35]=[CH:36][CH:37]=5)[C:41]=4[N:42]=[CH:43]3)[CH2:46][C@@H:47]2[OH:48])[C:23](=[O:25])[C:22]2=[CH:26][CH:27]=[CH:28][CH:29]=[C:21]12. Given the reactants C1(P(C2C=CC=CC=2)C2C=CC=CC=2)C=CC=CC=1.[C:20]1(=[O:30])[NH:24][C:23](=[O:25])[C:22]2=[CH:26][CH:27]=[CH:28][CH:29]=[C:21]12.[C:31]([NH:39][C:40]1[C:41]2[N:42]=[CH:43][N:44]([C:53]=2[N:54]=[CH:55][N:56]=1)[C@@H:45]1[O:52][C@H:49]([CH2:50][OH:51])[C@@H:47]([OH:48])[CH2:46]1)(=[O:38])[C:32]1[CH:37]=[CH:36][CH:35]=[CH:34][CH:33]=1.N(C(OC(C)C)=O)=NC(OC(C)C)=O, predict the reaction product. (2) Given the reactants Cl[C:2]1[N:3]=[C:4]([NH:17][CH2:18][CH2:19][CH3:20])[C:5]2[N:11]=[C:10](Cl)[N:9]=[C:8]([NH:13][CH2:14][CH2:15][CH3:16])[C:6]=2[N:7]=1.[CH:21]1([CH2:24][NH2:25])[CH2:23][CH2:22]1.O, predict the reaction product. The product is: [CH:21]1([CH2:24][NH:25][C:2]2[N:3]=[C:4]([NH:17][CH2:18][CH2:19][CH3:20])[C:5]3[N:11]=[C:10]([NH:25][CH2:24][CH:21]4[CH2:23][CH2:22]4)[N:9]=[C:8]([NH:13][CH2:14][CH2:15][CH3:16])[C:6]=3[N:7]=2)[CH2:23][CH2:22]1. (3) Given the reactants [NH:1]1[CH2:6][CH2:5][CH:4]([CH2:7][N:8]([CH2:30][CH2:31][CH3:32])[CH:9]2[CH2:18][C:17]3[CH:16]=[C:15]([O:19][S:20]([C:23]4[C:24]([CH3:29])=[N:25][O:26][C:27]=4[CH3:28])(=[O:22])=[O:21])[CH:14]=[CH:13][C:12]=3[CH2:11][CH2:10]2)[CH2:3][CH2:2]1.C(OC([N:40]1[CH2:45][CH2:44][CH:43]([C:46](O)=[O:47])[CH2:42][CH2:41]1)=O)(C)(C)C.CCN=C=NCCCN(C)C.C(N(CC)CC)C, predict the reaction product. The product is: [NH:40]1[CH2:45][CH2:44][CH:43]([C:46]([N:1]2[CH2:6][CH2:5][CH:4]([CH2:7][N:8]([CH2:30][CH2:31][CH3:32])[CH:9]3[CH2:18][C:17]4[CH:16]=[C:15]([O:19][S:20]([C:23]5[C:24]([CH3:29])=[N:25][O:26][C:27]=5[CH3:28])(=[O:22])=[O:21])[CH:14]=[CH:13][C:12]=4[CH2:11][CH2:10]3)[CH2:3][CH2:2]2)=[O:47])[CH2:42][CH2:41]1. (4) Given the reactants [F:1][C:2]1[C:20]([F:21])=[CH:19][C:5]([C:6]([NH:8][C:9]2[NH:13][N:12]=[C:11]([C:14]([O:16]CC)=[O:15])[CH:10]=2)=[O:7])=[C:4]([CH3:22])[CH:3]=1.[OH-].[Na+].Cl.O, predict the reaction product. The product is: [F:1][C:2]1[C:20]([F:21])=[CH:19][C:5]([C:6]([NH:8][C:9]2[NH:13][N:12]=[C:11]([C:14]([OH:16])=[O:15])[CH:10]=2)=[O:7])=[C:4]([CH3:22])[CH:3]=1. (5) The product is: [CH3:34][O:33][N:32]([CH3:31])[C:14]([C:11]1([F:17])[CH2:10][CH2:9][N:8]([C:6]([O:5][C:1]([CH3:2])([CH3:3])[CH3:4])=[O:7])[CH2:13][CH2:12]1)=[O:16]. Given the reactants [C:1]([O:5][C:6]([N:8]1[CH2:13][CH2:12][C:11]([F:17])([C:14]([OH:16])=O)[CH2:10][CH2:9]1)=[O:7])([CH3:4])([CH3:3])[CH3:2].C(N1C=CN=C1)(N1C=CN=C1)=O.Cl.[CH3:31][NH:32][O:33][CH3:34].O, predict the reaction product.